The task is: Predict which catalyst facilitates the given reaction.. This data is from Catalyst prediction with 721,799 reactions and 888 catalyst types from USPTO. (1) Reactant: [CH3:1][O:2][CH2:3][CH2:4][O:5][C:6]1[CH:11]=[CH:10][C:9]([NH2:12])=[CH:8][CH:7]=1.[Br:13][C:14]1[CH:15]=[C:16]2[C:21](=[CH:22][CH:23]=1)[N:20]=[C:19](Cl)[N:18]=[CH:17]2. Product: [Br:13][C:14]1[CH:15]=[C:16]2[C:21](=[CH:22][CH:23]=1)[N:20]=[C:19]([NH:12][C:9]1[CH:10]=[CH:11][C:6]([O:5][CH2:4][CH2:3][O:2][CH3:1])=[CH:7][CH:8]=1)[N:18]=[CH:17]2. The catalyst class is: 41. (2) Reactant: [C:1]([CH:3]([OH:33])[CH2:4][C@H:5]1[CH2:16][CH2:15][C:14]2[S:13][C:12]3[N:11]=[CH:10][N:9]=[C:8]([O:17][CH:18]4[CH2:23][CH2:22][CH:21]([N:24]([CH3:32])[C:25](=[O:31])[O:26][C:27]([CH3:30])([CH3:29])[CH3:28])[CH2:20][CH2:19]4)[C:7]=3[C:6]1=2)#[N:2].N1C=CN=C1.[C:39]([Si:43](Cl)([CH3:45])[CH3:44])([CH3:42])([CH3:41])[CH3:40]. Product: [Si:43]([O:33][CH:3]([C:1]#[N:2])[CH2:4][C@H:5]1[CH2:16][CH2:15][C:14]2[S:13][C:12]3[N:11]=[CH:10][N:9]=[C:8]([O:17][CH:18]4[CH2:19][CH2:20][CH:21]([N:24]([CH3:32])[C:25](=[O:31])[O:26][C:27]([CH3:30])([CH3:28])[CH3:29])[CH2:22][CH2:23]4)[C:7]=3[C:6]1=2)([C:39]([CH3:42])([CH3:41])[CH3:40])([CH3:45])[CH3:44]. The catalyst class is: 3. (3) Reactant: [H-].[H-].[H-].[H-].[Li+].[Al+3].C([O:9][C:10](=O)[CH2:11][O:12][CH:13]1[CH2:17][CH2:16][N:15]([C:18]([O:20][C:21]([CH3:24])([CH3:23])[CH3:22])=[O:19])[CH2:14]1)C. Product: [OH:9][CH2:10][CH2:11][O:12][CH:13]1[CH2:17][CH2:16][N:15]([C:18]([O:20][C:21]([CH3:24])([CH3:23])[CH3:22])=[O:19])[CH2:14]1. The catalyst class is: 1. (4) Reactant: [CH3:1][C:2]1[NH:3][C:4]2[C:9]([CH:10]=1)=[CH:8][C:7]([N+:11]([O-])=O)=[CH:6][CH:5]=2.[H][H]. Product: [NH2:11][C:7]1[CH:8]=[C:9]2[C:4](=[CH:5][CH:6]=1)[NH:3][C:2]([CH3:1])=[CH:10]2. The catalyst class is: 791.